Task: Predict the reaction yield, written as a fraction of the theoretical maximum amount of product (1.0 means a 100% yield; for example, 0.34 means a 34% yield).. Dataset: Reaction yield outcomes from USPTO patents with 853,638 reactions (1) The reactants are [CH3:1][C:2]1[CH:3]=[CH:4][C:5]([C:21]([NH:23][C:24]2[CH:25]=[C:26]([C:36]([F:39])([F:38])[F:37])[CH:27]=[C:28]([N:30]3[CH:34]=[N:33][C:32]([CH3:35])=[CH:31]3)[CH:29]=2)=[O:22])=[CH:6][C:7]=1[NH:8][C:9]1[N:10]=[CH:11][CH:12]=[C:13]([C:15]2[CH:16]=[CH:17][CH:18]=[N:19][CH:20]=2)[N:14]=1.[ClH:40]. The catalyst is C(O)C. The product is [CH3:1][C:2]1[CH:3]=[CH:4][C:5]([C:21]([NH:23][C:24]2[CH:25]=[C:26]([C:36]([F:38])([F:39])[F:37])[CH:27]=[C:28]([N:30]3[CH:34]=[N:33][C:32]([CH3:35])=[CH:31]3)[CH:29]=2)=[O:22])=[CH:6][C:7]=1[NH:8][C:9]1[N:10]=[CH:11][CH:12]=[C:13]([C:15]2[CH:16]=[CH:17][CH:18]=[N:19][CH:20]=2)[N:14]=1.[ClH:40]. The yield is 0.830. (2) The reactants are [Br:1][C:2]1[CH:3]=[C:4]([CH:25]=[CH:26][CH:27]=1)[NH:5][C:6]1[C:15]2[C:10](=[CH:11][CH:12]=[C:13]([NH:16][C:17](=[O:24])[CH2:18][CH2:19][CH2:20][N:21]([CH3:23])[CH3:22])[CH:14]=2)[N:9]=[CH:8][N:7]=1.BrC[C:30]1[N:31]([CH3:38])[CH:32]=[C:33]([N+:35]([O-:37])=[O:36])[N:34]=1.[CH3:39]N1C(=O)CCC1. No catalyst specified. The product is [Br-:1].[Br:1][C:2]1[CH:3]=[C:4]([CH:25]=[CH:26][CH:27]=1)[NH:5][C:6]1[C:15]2[C:10](=[CH:11][CH:12]=[C:13]([NH:16][C:17](=[O:24])[CH2:18][CH2:19][CH2:20][N+:21]([CH3:39])([CH3:22])[CH2:23][C:32]3[N:31]([CH3:38])[CH:30]=[N:34][C:33]=3[N+:35]([O-:37])=[O:36])[CH:14]=2)[N:9]=[CH:8][N:7]=1. The yield is 0.700.